From a dataset of Forward reaction prediction with 1.9M reactions from USPTO patents (1976-2016). Predict the product of the given reaction. (1) The product is: [Cl:2][C:3]1[C:7]([Cl:8])=[C:6]([CH3:9])[NH:5][C:4]=1[C:10]([NH:12][C@@H:13]1[CH2:18][CH2:17][N:16]([C:25]2[S:26][C:27]3[C:33]([C:34]([O:36][CH2:37][CH3:38])=[O:35])=[CH:32][CH:31]=[CH:30][C:28]=3[N:29]=2)[CH2:15][C@@H:14]1[N:19]1[CH:23]=[CH:22][N:21]=[N:20]1)=[O:11]. Given the reactants Br.[Cl:2][C:3]1[C:7]([Cl:8])=[C:6]([CH3:9])[NH:5][C:4]=1[C:10]([NH:12][C@@H:13]1[CH2:18][CH2:17][NH:16][CH2:15][C@@H:14]1[N:19]1[CH:23]=[CH:22][N:21]=[N:20]1)=[O:11].Br[C:25]1[S:26][C:27]2[C:33]([C:34]([O:36][CH2:37][CH3:38])=[O:35])=[CH:32][CH:31]=[CH:30][C:28]=2[N:29]=1.CN1C(=O)CCC1.CCN(C(C)C)C(C)C, predict the reaction product. (2) Given the reactants [CH3:1][N:2]([CH3:17])[C:3]1[CH:8]=[CH:7][C:6]([CH:9]([O:15][CH3:16])[C:10](OCC)=[O:11])=[CH:5][CH:4]=1.O.[NH2:19][NH2:20], predict the reaction product. The product is: [CH3:1][N:2]([CH3:17])[C:3]1[CH:8]=[CH:7][C:6]([CH:9]([O:15][CH3:16])[C:10]([NH:19][NH2:20])=[O:11])=[CH:5][CH:4]=1.